This data is from Reaction yield outcomes from USPTO patents with 853,638 reactions. The task is: Predict the reaction yield, written as a fraction of the theoretical maximum amount of product (1.0 means a 100% yield; for example, 0.34 means a 34% yield). (1) The reactants are N1C=CC=CC=1.Cl.[Cl:8][C:9]1[CH:14]=[CH:13][C:12]([C:15]2[S:37][C:18]3[C:19](=[O:36])[N:20]([C:23]4[CH:24]=[N:25][C:26]([O:29][CH:30]5[CH2:35][CH2:34][NH:33][CH2:32][CH2:31]5)=[CH:27][CH:28]=4)[CH:21]=[CH:22][C:17]=3[CH:16]=2)=[CH:11][CH:10]=1.[C:38](Cl)(=[O:40])[CH3:39]. The catalyst is ClCCl.O. The product is [C:38]([N:33]1[CH2:34][CH2:35][CH:30]([O:29][C:26]2[N:25]=[CH:24][C:23]([N:20]3[CH2:21][CH2:22][C:17]4[CH:16]=[C:15]([C:12]5[CH:11]=[CH:10][C:9]([Cl:8])=[CH:14][CH:13]=5)[S:37][C:18]=4[C:19]3=[O:36])=[CH:28][CH:27]=2)[CH2:31][CH2:32]1)(=[O:40])[CH3:39]. The yield is 0.900. (2) The reactants are [F:1][C:2]1[CH:3]=[CH:4][C:5]([SH:11])=[C:6]([CH:10]=1)[C:7]([OH:9])=[O:8].SC1C=CC=CC=1C(O)=O.Cl[C:23]1[CH:31]=[CH:30][C:29]([S:32](=[O:37])(=[O:36])[N:33]([CH3:35])[CH3:34])=[CH:28][C:24]=1[C:25]([OH:27])=[O:26]. No catalyst specified. The product is [C:25]([C:24]1[CH:28]=[C:29]([S:32](=[O:37])(=[O:36])[N:33]([CH3:35])[CH3:34])[CH:30]=[CH:31][C:23]=1[S:11][C:5]1[CH:4]=[CH:3][C:2]([F:1])=[CH:10][C:6]=1[C:7]([OH:9])=[O:8])([OH:27])=[O:26]. The yield is 0.890.